From a dataset of Forward reaction prediction with 1.9M reactions from USPTO patents (1976-2016). Predict the product of the given reaction. Given the reactants [Si:1]([O:8][CH2:9][C:10]1[N:15]=[CH:14][C:13]2[N:16]=[CH:17][N:18]([C:19]3[S:23][C:22]([C:24]([O:26]C)=O)=[C:21]([O:28][C@@H:29]([C:31]4[CH:36]=[CH:35][CH:34]=[CH:33][C:32]=4[C:37]([F:40])([F:39])[F:38])[CH3:30])[CH:20]=3)[C:12]=2[CH:11]=1)([C:4]([CH3:7])([CH3:6])[CH3:5])([CH3:3])[CH3:2].[NH3:41], predict the reaction product. The product is: [Si:1]([O:8][CH2:9][C:10]1[N:15]=[CH:14][C:13]2[N:16]=[CH:17][N:18]([C:19]3[S:23][C:22]([C:24]([NH2:41])=[O:26])=[C:21]([O:28][C@@H:29]([C:31]4[CH:36]=[CH:35][CH:34]=[CH:33][C:32]=4[C:37]([F:39])([F:38])[F:40])[CH3:30])[CH:20]=3)[C:12]=2[CH:11]=1)([C:4]([CH3:5])([CH3:6])[CH3:7])([CH3:3])[CH3:2].